Dataset: Catalyst prediction with 721,799 reactions and 888 catalyst types from USPTO. Task: Predict which catalyst facilitates the given reaction. (1) Reactant: [OH-].[K+].[F:3][C:4]1[CH:5]=[CH:6][C:7]([OH:13])=[C:8]([C:10](=[O:12])[CH3:11])[CH:9]=1.C(OP([C:22](Br)([F:24])[F:23])(=O)OCC)C.CC[O:28]C(C)=O. Product: [F:23][CH:22]([F:24])[O:28][O:13][C:7]1[CH:6]=[CH:5][C:4]([F:3])=[CH:9][C:8]=1[C:10](=[O:12])[CH3:11]. The catalyst class is: 192. (2) Reactant: Cl.CN(C)CCCN=C=NCC.[N:13]1[NH:14][N:15]=[C:16]([CH2:18][C:19]([NH2:21])=[O:20])[CH:17]=1.N[CH2:23][CH2:24][C:25]([N:27]1[CH2:46][CH2:45][C:30]2[N:31]=[C:32]([NH:35][CH:36]3[CH2:44][C:43]4[C:38](=[CH:39][CH:40]=[CH:41][CH:42]=4)[CH2:37]3)[N:33]=[CH:34][C:29]=2[CH2:28]1)=[O:26]. Product: [CH2:37]1[C:38]2[C:43](=[CH:42][CH:41]=[CH:40][CH:39]=2)[CH2:44][CH:36]1[NH:35][C:32]1[N:33]=[CH:34][C:29]2[CH2:28][N:27]([C:25](=[O:26])[CH2:24][CH2:23][NH:21][C:19](=[O:20])[CH2:18][C:16]3[NH:15][N:14]=[N:13][CH:17]=3)[CH2:46][CH2:45][C:30]=2[N:31]=1. The catalyst class is: 119. (3) Reactant: [NH2:1][C:2]1[CH:7]=[CH:6][C:5]([C:8]([N:10]2[CH2:15][CH2:14][N:13]([CH2:16][C:17]3[CH:22]=[CH:21][C:20]([C:23]([OH:32])([C:28]([F:31])([F:30])[F:29])[C:24]([F:27])([F:26])[F:25])=[CH:19][CH:18]=3)[CH2:12][CH2:11]2)=O)=[CH:4][C:3]=1[F:33].Cl. Product: [NH2:1][C:2]1[CH:7]=[CH:6][C:5]([CH2:8][N:10]2[CH2:15][CH2:14][N:13]([CH2:16][C:17]3[CH:18]=[CH:19][C:20]([C:23]([OH:32])([C:28]([F:30])([F:31])[F:29])[C:24]([F:25])([F:26])[F:27])=[CH:21][CH:22]=3)[CH2:12][CH2:11]2)=[CH:4][C:3]=1[F:33]. The catalyst class is: 7. (4) Reactant: [CH3:1][C:2]([C:5]1[CH:10]=[CH:9][C:8]([C:11]2[C:19]3[C:14](=[CH:15][CH:16]=[CH:17][CH:18]=3)[N:13]([CH2:20][C:21]3[CH:22]=[C:23]([C:27]4[CH:32]=[CH:31][C:30](SC)=[CH:29][CH:28]=4)[CH:24]=[CH:25][CH:26]=3)[C:12]=2[C:35]([OH:37])=[O:36])=[CH:7][CH:6]=1)([CH3:4])[CH3:3].O[O:39][S:40]([O-:42])=O.[K+].[CH3:44]C(C)=O. Product: [CH3:1][C:2]([C:5]1[CH:6]=[CH:7][C:8]([C:11]2[C:19]3[C:14](=[CH:15][CH:16]=[CH:17][CH:18]=3)[N:13]([CH2:20][C:21]3[CH:22]=[C:23]([C:27]4[CH:32]=[CH:31][C:30]([S:40]([CH3:44])(=[O:42])=[O:39])=[CH:29][CH:28]=4)[CH:24]=[CH:25][CH:26]=3)[C:12]=2[C:35]([OH:37])=[O:36])=[CH:9][CH:10]=1)([CH3:3])[CH3:4]. The catalyst class is: 6. (5) Reactant: [I:1][C:2]1[CH:9]=[CH:8][C:5]([CH:6]=O)=[CH:4][CH:3]=1.[NH2:10][C:11]1[CH:16]=[CH:15][CH:14]=[CH:13][N:12]=1.C(O[BH-](OC(=O)C)OC(=O)C)(=O)C.[Na+].O. Product: [I:1][C:2]1[CH:9]=[CH:8][C:5]([CH2:6][NH:10][C:11]2[CH:16]=[CH:15][CH:14]=[CH:13][N:12]=2)=[CH:4][CH:3]=1. The catalyst class is: 1. (6) Reactant: [CH3:1][N:2]1[CH:6]=[CH:5][N:4]=[C:3]1[CH3:7].[F:8][C:9]([F:30])([F:29])[C:10]([F:28])([F:27])[C:11]([F:26])([F:25])[C:12]([F:24])([F:23])[C:13]([F:22])([F:21])[C:14]([F:20])([F:19])[CH2:15][CH2:16][CH2:17][I:18]. Product: [I-:18].[CH3:1][N:2]1[CH:6]=[CH:5][N+:4]([CH2:17][CH2:16][CH2:15][C:14]([F:19])([F:20])[C:13]([F:21])([F:22])[C:12]([F:23])([F:24])[C:11]([F:25])([F:26])[C:10]([F:27])([F:28])[C:9]([F:30])([F:29])[F:8])=[C:3]1[CH3:7]. The catalyst class is: 11. (7) Reactant: [NH:1]1[C:10]2[C:5](=[CH:6][CH:7]=[CH:8][CH:9]=2)[CH2:4][CH:3]([NH:11][C:12](=[O:18])[O:13][C:14]([CH3:17])([CH3:16])[CH3:15])[CH2:2]1.FC(F)(F)S(O[C:25]1[CH:30]=[CH:29][CH:28]=[CH:27][C:26]=1[Si](C)(C)C)(=O)=O.[F-].[Cs+].C(OCC)(=O)C. Product: [C:25]1([N:1]2[C:10]3[C:5](=[CH:6][CH:7]=[CH:8][CH:9]=3)[CH2:4][CH:3]([NH:11][C:12](=[O:18])[O:13][C:14]([CH3:15])([CH3:17])[CH3:16])[CH2:2]2)[CH:30]=[CH:29][CH:28]=[CH:27][CH:26]=1. The catalyst class is: 10.